Dataset: Full USPTO retrosynthesis dataset with 1.9M reactions from patents (1976-2016). Task: Predict the reactants needed to synthesize the given product. Given the product [NH2:15][C:14]1[N:13]=[CH:12][N:11]=[C:10]2[N:6]([CH:1]3[CH2:5][CH2:4][CH2:3][CH2:2]3)[N:7]=[C:8]([C:27]3[CH:26]=[CH:25][C:24]([O:17][C:18]4[CH:23]=[CH:22][CH:21]=[CH:20][CH:19]=4)=[CH:33][C:28]=3[CH2:29][OH:30])[C:9]=12, predict the reactants needed to synthesize it. The reactants are: [CH:1]1([N:6]2[C:10]3=[N:11][CH:12]=[N:13][C:14]([NH2:15])=[C:9]3[C:8](I)=[N:7]2)[CH2:5][CH2:4][CH2:3][CH2:2]1.[O:17]([C:24]1[CH:25]=[CH:26][C:27]2B(O)[O:30][CH2:29][C:28]=2[CH:33]=1)[C:18]1[CH:23]=[CH:22][CH:21]=[CH:20][CH:19]=1.O.C(=O)([O-])[O-].[Na+].[Na+].